This data is from Full USPTO retrosynthesis dataset with 1.9M reactions from patents (1976-2016). The task is: Predict the reactants needed to synthesize the given product. (1) Given the product [O:30]=[C:2]1[CH2:3][CH2:4][CH:5]([NH:9][C:46](=[O:42])[O:45][CH2:33][C:34]2[CH:39]=[CH:38][CH:37]=[CH:36][CH:35]=2)[CH2:18][CH2:19]1, predict the reactants needed to synthesize it. The reactants are: N[CH:2]1[CH2:19][CH2:18][C:5]2([NH:9]N(CC3C=CC=CC=3)C(=O)C2)[CH2:4][CH2:3]1.NC1CCC2(NN(C)C(=[O:30])C2)CC1.[CH2:33](NN)[C:34]1[CH:39]=[CH:38][CH:37]=[CH:36][CH:35]=1.[O:42]1[C:46]2(CCC(N)CC2)[O:45]CC1. (2) The reactants are: C[O:2][C:3](=[O:32])[CH2:4][O:5][C:6]1[CH:11]=[C:10]([O:12][CH3:13])[C:9]([S:14][CH2:15][CH2:16][CH2:17][NH:18][C:19]2[CH:24]=[CH:23][C:22]([C:25]3[CH:30]=[CH:29][CH:28]=[CH:27][CH:26]=3)=[CH:21][N:20]=2)=[CH:8][C:7]=1[CH3:31].[CH:33](=O)[CH3:34].C(O[BH-](OC(=O)C)OC(=O)C)(=O)C.[Na+].ClC(Cl)C.Cl.C(=O)(O)[O-].[Na+]. Given the product [CH2:33]([N:18]([C:19]1[CH:24]=[CH:23][C:22]([C:25]2[CH:30]=[CH:29][CH:28]=[CH:27][CH:26]=2)=[CH:21][N:20]=1)[CH2:17][CH2:16][CH2:15][S:14][C:9]1[C:10]([O:12][CH3:13])=[CH:11][C:6]([O:5][CH2:4][C:3]([OH:2])=[O:32])=[C:7]([CH3:31])[CH:8]=1)[CH3:34], predict the reactants needed to synthesize it. (3) Given the product [CH3:17][O:18][C:19](=[O:32])[CH2:20][CH2:21][C:22]1[CH:27]=[CH:26][C:25]([S:28](=[O:29])(=[O:30])[NH:1][C:2]2[CH:7]=[CH:6][C:5]([Cl:8])=[CH:4][C:3]=2[C:9](=[O:10])[C:11]2[CH:12]=[CH:13][CH:14]=[CH:15][CH:16]=2)=[CH:24][CH:23]=1, predict the reactants needed to synthesize it. The reactants are: [NH2:1][C:2]1[CH:7]=[CH:6][C:5]([Cl:8])=[CH:4][C:3]=1[C:9]([C:11]1[CH:16]=[CH:15][CH:14]=[CH:13][CH:12]=1)=[O:10].[CH3:17][O:18][C:19](=[O:32])[CH2:20][CH2:21][C:22]1[CH:27]=[CH:26][C:25]([S:28](Cl)(=[O:30])=[O:29])=[CH:24][CH:23]=1. (4) Given the product [CH3:1][C:2]([NH2:5])([CH3:4])[CH3:3].[CH3:6][O:7][C:8]1[CH:13]=[CH:12][C:11]([C:14]2[N:19]=[C:18]([C:20]([NH:22][S:23]([CH3:26])(=[O:25])=[O:24])=[O:21])[C:17]([CH3:27])=[CH:16][CH:15]=2)=[C:10]([CH3:28])[C:9]=1[CH:29]1[C:30]2[C:31](=[O:48])[CH2:32][C:33]([CH3:46])([CH3:47])[CH2:34][C:35]=2[O:36][C:37]2[CH2:38][C:39]([CH3:45])([CH3:44])[CH2:40][C:41](=[O:43])[C:42]1=2, predict the reactants needed to synthesize it. The reactants are: [CH3:1][C:2]([NH2:5])([CH3:4])[CH3:3].[CH3:6][O:7][C:8]1[CH:13]=[CH:12][C:11]([C:14]2[N:19]=[C:18]([C:20]([NH:22][S:23]([CH3:26])(=[O:25])=[O:24])=[O:21])[C:17]([CH3:27])=[CH:16][CH:15]=2)=[C:10]([CH3:28])[C:9]=1[CH:29]1[C:42]2[C:41](=[O:43])[CH2:40][C:39]([CH3:45])([CH3:44])[CH2:38][C:37]=2[O:36][C:35]2[CH2:34][C:33]([CH3:47])([CH3:46])[CH2:32][C:31](=[O:48])[C:30]1=2.C(OCC)C. (5) The reactants are: [Na+].[C:2]([S:6][C:7]1[C:15]2[C:10](=[CH:11][CH:12]=[C:13]([O:16][CH2:17][C:18]3[CH:23]=[CH:22][CH:21]=[CH:20][N:19]=3)[CH:14]=2)[N:9]([CH2:24][C:25]2[CH:30]=[CH:29][C:28]([C:31]3[CH:32]=[N:33][C:34]([O:37][CH2:38][CH3:39])=[CH:35][CH:36]=3)=[CH:27][CH:26]=2)[C:8]=1[CH2:40][C:41]([CH3:46])([CH3:45])[C:42]([O-:44])=[O:43])([CH3:5])([CH3:4])[CH3:3].C(Cl)(=O)C(Cl)=O.[N+:53]([O:56][CH2:57][CH:58]([OH:61])[CH2:59]O)([O-:55])=[O:54].C(N(C(C)C)CC)(C)C. Given the product [OH:61][CH:58]([CH2:57][O:56][N+:53]([O-:55])=[O:54])[CH2:59][O:43][C:42](=[O:44])[C:41]([CH3:45])([CH3:46])[CH2:40][C:8]1[N:9]([CH2:24][C:25]2[CH:30]=[CH:29][C:28]([C:31]3[CH:32]=[N:33][C:34]([O:37][CH2:38][CH3:39])=[CH:35][CH:36]=3)=[CH:27][CH:26]=2)[C:10]2[C:15]([C:7]=1[S:6][C:2]([CH3:5])([CH3:3])[CH3:4])=[CH:14][C:13]([O:16][CH2:17][C:18]1[CH:23]=[CH:22][CH:21]=[CH:20][N:19]=1)=[CH:12][CH:11]=2, predict the reactants needed to synthesize it. (6) Given the product [C:26]([O:25][C:23]([C:8]1[NH:9][C:10]2[CH2:11][CH2:12][CH2:13][N:14]([CH2:15][CH2:16][N:17]3[CH2:22][CH2:21][O:20][CH2:19][CH2:18]3)[C:4](=[O:3])[C:6]=2[C:7]=1[CH3:30])=[O:24])([CH3:29])([CH3:28])[CH3:27], predict the reactants needed to synthesize it. The reactants are: C([O:3][C:4]([C:6]1[C:7]([CH3:30])=[C:8]([C:23]([O:25][C:26]([CH3:29])([CH3:28])[CH3:27])=[O:24])[NH:9][C:10]=1[CH2:11][CH2:12][CH2:13][NH:14][CH2:15][CH2:16][N:17]1[CH2:22][CH2:21][O:20][CH2:19][CH2:18]1)=O)C.C[Al](C)C. (7) The reactants are: [Cl:1][C:2]1[CH:3]=[CH:4][C:5]2[N:11]3[CH:12]=[CH:13][CH:14]=[C:10]3[C@@H:9]([CH2:15][CH2:16][C:17]([N:19]3[CH2:24][CH2:23][N:22]([CH2:25][C:26]([OH:28])=[O:27])[C:21](=[O:29])[CH2:20]3)=[O:18])[O:8][C@H:7]([C:30]3[CH:35]=[CH:34][CH:33]=[C:32]([O:36][CH3:37])[C:31]=3[O:38][CH3:39])[C:6]=2[CH:40]=1.C(N(CC)CC)C.[C:48]([O:54][CH2:55]Cl)(=[O:53])[C:49](C)(C)[CH3:50].CN(C)C=[O:60]. Given the product [Cl:1][C:2]1[CH:3]=[CH:4][C:5]2[N:11]3[CH:12]=[CH:13][CH:14]=[C:10]3[C@@H:9]([CH2:15][CH2:16][C:17]([N:19]3[CH2:24][CH2:23][N:22]([CH2:25][C:26]([O:28][CH2:55][O:54][C:48](=[O:53])[C:49]([CH3:50])=[O:60])=[O:27])[C:21](=[O:29])[CH2:20]3)=[O:18])[O:8][C@H:7]([C:30]3[CH:35]=[CH:34][CH:33]=[C:32]([O:36][CH3:37])[C:31]=3[O:38][CH3:39])[C:6]=2[CH:40]=1, predict the reactants needed to synthesize it. (8) Given the product [N:1]([CH2:4][C:5]([F:26])([F:27])[CH2:6][C@H:7]([NH:17][CH3:18])[CH2:8][OH:9])=[N+:2]=[N-:3].[ClH:28], predict the reactants needed to synthesize it. The reactants are: [N:1]([CH2:4][C:5]([F:27])([F:26])[CH2:6][C@H:7]([N:17](C)[C:18](=O)OC(C)(C)C)[CH2:8][O:9]C(OC(C)(C)C)=O)=[N+:2]=[N-:3].[ClH:28]. (9) Given the product [ClH:24].[F:1][C:2]1[CH:3]=[C:4]([CH:20]=[CH:21][C:22]=1[F:23])[CH2:5][C:6]1([OH:19])[CH2:11][CH2:10][NH:9][CH2:8][CH2:7]1, predict the reactants needed to synthesize it. The reactants are: [F:1][C:2]1[CH:3]=[C:4]([CH:20]=[CH:21][C:22]=1[F:23])[CH2:5][C:6]1([OH:19])[CH2:11][CH2:10][N:9](C(OC(C)(C)C)=O)[CH2:8][CH2:7]1.[ClH:24].C(O)C. (10) Given the product [F:8][C:4]1[CH:5]=[CH:6][CH:7]=[C:2]([B:12]2[O:13][C:14]([CH3:16])([CH3:15])[C:10]([CH3:26])([CH3:9])[O:11]2)[N:3]=1, predict the reactants needed to synthesize it. The reactants are: Br[C:2]1[CH:7]=[CH:6][CH:5]=[C:4]([F:8])[N:3]=1.[CH3:9][C:10]1([CH3:26])[C:14]([CH3:16])([CH3:15])[O:13][B:12]([B:12]2[O:13][C:14]([CH3:16])([CH3:15])[C:10]([CH3:26])([CH3:9])[O:11]2)[O:11]1.C([O-])(=O)C.[K+].